This data is from Reaction yield outcomes from USPTO patents with 853,638 reactions. The task is: Predict the reaction yield, written as a fraction of the theoretical maximum amount of product (1.0 means a 100% yield; for example, 0.34 means a 34% yield). (1) The reactants are [H-].[Na+].Cl[C:4]1[CH:5]=[C:6]([OH:10])[CH:7]=[CH:8][CH:9]=1.F[C:12]1[C:21]2[C:16](=[CH:17][CH:18]=[CH:19][CH:20]=2)[C:15]([CH:22]=[O:23])=[CH:14][CH:13]=1.[ClH:24]. The catalyst is CS(C)=O. The product is [Cl:24][C:7]1[CH:8]=[CH:9][CH:4]=[CH:5][C:6]=1[O:10][C:12]1[C:21]2[C:16](=[CH:17][CH:18]=[CH:19][CH:20]=2)[C:15]([CH:22]=[O:23])=[CH:14][CH:13]=1. The yield is 0.710. (2) The reactants are [CH:1]([N:4]([C:11]([C:13]1[S:14][C:15]2[CH2:16][CH2:17][O:18][C:19]3[CH:26]=[C:25]([Br:27])[CH:24]=[CH:23][C:20]=3[C:21]=2[N:22]=1)=O)[NH:5][C:6](=O)[CH2:7][O:8][CH3:9])([CH3:3])[CH3:2].C(O)(=O)C.C([O-])(=O)C.[NH4+:36]. The catalyst is O(Cl)Cl.[P+5]. The product is [Br:27][C:25]1[CH:24]=[CH:23][C:20]2[C:21]3[N:22]=[C:13]([C:11]4[N:4]([CH:1]([CH3:3])[CH3:2])[N:5]=[C:6]([CH2:7][O:8][CH3:9])[N:36]=4)[S:14][C:15]=3[CH2:16][CH2:17][O:18][C:19]=2[CH:26]=1. The yield is 0.460. (3) The reactants are C(N([CH2:6][CH3:7])CC)C.[CH2:8]([CH:10]([C:14](Cl)=[O:15])[C:11](Cl)=[O:12])[CH3:9].[O-:17]CC.[Na+].[N:21]12[CH2:31][CH2:30][CH2:29][N:28]=[C:27]1[CH2:26][CH2:25][CH2:24][CH2:23][CH2:22]2.[NH2:32][CH2:33][C:34]([OH:36])=[O:35]. The catalyst is ClCCl.C(O)C.O. The product is [OH:17][C:8]1[C:9]2[C:27](=[N:28][CH:29]=[CH:30][CH:31]=2)[N:21]([CH2:22][C:23]2[CH:24]=[CH:25][CH:26]=[CH:7][CH:6]=2)[C:11](=[O:12])[C:10]=1[C:14]([NH:32][CH2:33][C:34]([OH:36])=[O:35])=[O:15]. The yield is 0.200.